Predict which catalyst facilitates the given reaction. From a dataset of Catalyst prediction with 721,799 reactions and 888 catalyst types from USPTO. (1) Reactant: [C:1]([C:5]1[N:10]=[C:9]([N:11]2[CH2:16][CH2:15][N:14]([CH2:17][CH2:18][CH2:19][CH2:20][NH2:21])[CH2:13][CH2:12]2)[CH:8]=[C:7]([C:22]([F:25])([F:24])[F:23])[N:6]=1)([CH3:4])([CH3:3])[CH3:2].C1N=CN([C:31]([N:33]2[CH:37]=N[CH:35]=[CH:34]2)=[O:32])C=1.[C:38]1([C:44]2([C:50]#[N:51])CCNC[CH2:45]2)[CH:43]=[CH:42][CH:41]=[CH:40][CH:39]=1. Product: [C:1]([C:5]1[N:10]=[C:9]([N:11]2[CH2:16][CH2:15][N:14]([CH2:17][CH2:18][CH2:19][CH2:20][NH:21][C:31]([N:33]3[CH2:34][CH2:35][C:44]([C:50]#[N:51])([C:38]4[CH:43]=[CH:42][CH:41]=[CH:40][CH:39]=4)[CH2:45][CH2:37]3)=[O:32])[CH2:13][CH2:12]2)[CH:8]=[C:7]([C:22]([F:24])([F:25])[F:23])[N:6]=1)([CH3:4])([CH3:2])[CH3:3]. The catalyst class is: 147. (2) Reactant: [CH3:1][N:2]1[C:6]([C:7]#[C:8][C:9]2[CH:14]=[CH:13][C:12]([C:15]([F:18])([F:17])[F:16])=[CH:11][CH:10]=2)=[CH:5][CH:4]=[N:3]1. Product: [CH3:1][N:2]1[C:6]([CH2:7][CH2:8][C:9]2[CH:14]=[CH:13][C:12]([C:15]([F:16])([F:18])[F:17])=[CH:11][CH:10]=2)=[CH:5][CH:4]=[N:3]1. The catalyst class is: 352.